Task: Predict the product of the given reaction.. Dataset: Forward reaction prediction with 1.9M reactions from USPTO patents (1976-2016) (1) Given the reactants C1(C)C=CC=CC=1P(C1C=CC=CC=1C)C1C=CC=CC=1C.C(=O)([O-])[O-].[Na+].[Na+].I[C:30]1[C:31]([CH3:41])=[C:32]([CH2:36][C:37]([O:39][CH3:40])=[O:38])[CH:33]=[CH:34][CH:35]=1.[CH3:42][O:43][C:44]1[CH:49]=[CH:48][C:47](B(O)O)=[CH:46][CH:45]=1, predict the reaction product. The product is: [CH3:42][O:43][C:44]1[CH:49]=[CH:48][C:47]([C:30]2[CH:35]=[CH:34][CH:33]=[C:32]([CH2:36][C:37]([O:39][CH3:40])=[O:38])[C:31]=2[CH3:41])=[CH:46][CH:45]=1. (2) Given the reactants [CH2:1]1[C:7]2=[C:8]3[C:12](=[CH:13][CH:14]=[C:6]2[O:5][CH2:4][CH2:3][N:2]1C(OC(C)(C)C)=O)[NH:11][CH:10]=[CH:9]3.[H-].[Na+].CN(C=O)C.[Cl:29][C:30]1[CH:35]=[C:34]([Cl:36])[CH:33]=[CH:32][C:31]=1[S:37](Cl)(=[O:39])=[O:38], predict the reaction product. The product is: [Cl:29][C:30]1[CH:35]=[C:34]([Cl:36])[CH:33]=[CH:32][C:31]=1[S:37]([N:11]1[C:12]2[C:8](=[C:7]3[CH2:1][NH:2][CH2:3][CH2:4][O:5][C:6]3=[CH:14][CH:13]=2)[CH:9]=[CH:10]1)(=[O:39])=[O:38]. (3) Given the reactants F[C:2]1[CH:19]=[CH:18][C:5]([C:6]([N:8]2[CH2:12][CH2:11][C@H:10]([N:13]3[CH2:17][CH2:16][CH2:15][CH2:14]3)[CH2:9]2)=[O:7])=[CH:4][CH:3]=1.[CH:20]1[C:25]([OH:26])=[CH:24][CH:23]=[CH:22][C:21]=1[CH3:27].C(=O)([O-])[O-].[K+].[K+].[Cl:34]CCl, predict the reaction product. The product is: [ClH:34].[CH3:27][C:21]1[CH:20]=[C:25]([CH:24]=[CH:23][CH:22]=1)[O:26][C:2]1[CH:19]=[CH:18][C:5]([C:6]([N:8]2[CH2:12][CH2:11][C@H:10]([N:13]3[CH2:17][CH2:16][CH2:15][CH2:14]3)[CH2:9]2)=[O:7])=[CH:4][CH:3]=1. (4) Given the reactants [Br:1][C:2]1[C:7]([O:8][CH3:9])=[CH:6][CH:5]=[CH:4][C:3]=1[F:10].[CH3:11][O:12]C(Cl)Cl, predict the reaction product. The product is: [Br:1][C:2]1[C:3]([F:10])=[C:4]([CH:5]=[CH:6][C:7]=1[O:8][CH3:9])[CH:11]=[O:12].